Task: Predict the reactants needed to synthesize the given product.. Dataset: Full USPTO retrosynthesis dataset with 1.9M reactions from patents (1976-2016) Given the product [Cl:1][C:2]1[CH:3]=[C:4]([CH:7]=[C:8]([O:10][C:11]2[C:19]([Cl:20])=[CH:18][CH:17]=[C:16]3[C:12]=2[CH:13]=[N:14][N:15]3[CH2:28][C:29]2[C:37]3[C:32](=[N:33][C:34]([NH:38][CH2:39][C:40]4[CH:41]=[CH:42][C:43]([O:46][CH3:47])=[CH:44][CH:45]=4)=[CH:35][CH:36]=3)[N:31]([CH2:48][C:49]3[CH:50]=[CH:51][C:52]([O:55][CH3:56])=[CH:53][CH:54]=3)[N:30]=2)[CH:9]=1)[C:5]#[N:6], predict the reactants needed to synthesize it. The reactants are: [Cl:1][C:2]1[CH:3]=[C:4]([CH:7]=[C:8]([O:10][C:11]2[C:19]([Cl:20])=[CH:18][CH:17]=[C:16]3[C:12]=2[CH:13]=[N:14][NH:15]3)[CH:9]=1)[C:5]#[N:6].CC(C)([O-])C.[Li+].Cl[CH2:28][C:29]1[C:37]2[C:32](=[N:33][C:34]([NH:38][CH2:39][C:40]3[CH:45]=[CH:44][C:43]([O:46][CH3:47])=[CH:42][CH:41]=3)=[CH:35][CH:36]=2)[N:31]([CH2:48][C:49]2[CH:54]=[CH:53][C:52]([O:55][CH3:56])=[CH:51][CH:50]=2)[N:30]=1.[Cl-].[NH4+].